From a dataset of Peptide-MHC class II binding affinity with 134,281 pairs from IEDB. Regression. Given a peptide amino acid sequence and an MHC pseudo amino acid sequence, predict their binding affinity value. This is MHC class II binding data. (1) The peptide sequence is QYDVIIQHPADMSWC. The MHC is DRB4_0101 with pseudo-sequence DRB4_0103. The binding affinity (normalized) is 0.832. (2) The peptide sequence is WVAMTKGEGGVW. The MHC is DRB1_1101 with pseudo-sequence DRB1_1101. The binding affinity (normalized) is 0.729. (3) The peptide sequence is DMDKVETFLRIVQCR. The MHC is DRB1_0901 with pseudo-sequence DRB1_0901. The binding affinity (normalized) is 0.105.